Dataset: TCR-epitope binding with 47,182 pairs between 192 epitopes and 23,139 TCRs. Task: Binary Classification. Given a T-cell receptor sequence (or CDR3 region) and an epitope sequence, predict whether binding occurs between them. Result: 0 (the TCR does not bind to the epitope). The TCR CDR3 sequence is CASSQTGTYEQYF. The epitope is RISNCVADY.